From a dataset of Catalyst prediction with 721,799 reactions and 888 catalyst types from USPTO. Predict which catalyst facilitates the given reaction. Reactant: C([O-])([O-])=O.[Cs+].[Cs+].Br[CH2:8][C:9]1[CH:18]=[C:17]2[C:12]([C:13]([C:22]3[CH:27]=[CH:26][C:25]([F:28])=[CH:24][CH:23]=3)=[CH:14][C:15]([C:19]([NH2:21])=[O:20])=[N:16]2)=[CH:11][CH:10]=1.[N:29]1[C:33]2[CH:34]=[CH:35][CH:36]=[CH:37][C:32]=2[NH:31][CH:30]=1. Product: [N:29]1([CH2:8][C:9]2[CH:18]=[C:17]3[C:12]([C:13]([C:22]4[CH:27]=[CH:26][C:25]([F:28])=[CH:24][CH:23]=4)=[CH:14][C:15]([C:19]([NH2:21])=[O:20])=[N:16]3)=[CH:11][CH:10]=2)[C:33]2[CH:34]=[CH:35][CH:36]=[CH:37][C:32]=2[N:31]=[CH:30]1. The catalyst class is: 3.